From a dataset of Reaction yield outcomes from USPTO patents with 853,638 reactions. Predict the reaction yield, written as a fraction of the theoretical maximum amount of product (1.0 means a 100% yield; for example, 0.34 means a 34% yield). (1) The reactants are Cl[C:2]1[N:7]=[C:6]([C:8]2[C:16]3[C:11](=[CH:12][N:13]=[C:14]([C:17]4[CH:18]=[N:19][N:20]([CH3:22])[CH:21]=4)[CH:15]=3)[N:10]([CH:23]3[CH2:28][CH2:27][CH2:26][CH2:25][O:24]3)[N:9]=2)[CH:5]=[CH:4][CH:3]=1.CC1(C)C(C)(C)OB([C:37]2[CH2:42][CH2:41][N:40]([C:43]([O:45][C:46]([CH3:49])([CH3:48])[CH3:47])=[O:44])[CH2:39][CH:38]=2)O1.C(=O)([O-])[O-].[Cs+].[Cs+].ClCCl. The catalyst is CCOC(C)=O.CN(C)C=O. The product is [CH3:22][N:20]1[CH:21]=[C:17]([C:14]2[CH:15]=[C:16]3[C:8]([C:6]4[N:7]=[C:2]([C:37]5[CH2:42][CH2:41][N:40]([C:43]([O:45][C:46]([CH3:49])([CH3:48])[CH3:47])=[O:44])[CH2:39][CH:38]=5)[CH:3]=[CH:4][CH:5]=4)=[N:9][N:10]([CH:23]4[CH2:28][CH2:27][CH2:26][CH2:25][O:24]4)[C:11]3=[CH:12][N:13]=2)[CH:18]=[N:19]1. The yield is 0.350. (2) The reactants are [CH:1]1([CH2:4][O:5][NH:6][C:7]([C:9]2[C:27]([NH:28][C:29]3[CH:34]=[CH:33][C:32]([Br:35])=[CH:31][C:30]=3[CH3:36])=[C:26]([F:37])[C:12]3[N:13]=[CH:14][N:15]([CH2:16][CH2:17][CH2:18][CH2:19][N:20]4[CH2:25][CH2:24][S:23][CH2:22][CH2:21]4)[C:11]=3[CH:10]=2)=[O:8])[CH2:3][CH2:2]1.[OH2:38].CC(C)=O.C[OH:44].C[N+]1([O-])CCOCC1. The catalyst is S([O-])([O-])(=O)=S.[Na+].[Na+].C(OCC)(=O)C.[Os](=O)(=O)(=O)=O. The product is [CH:1]1([CH2:4][O:5][NH:6][C:7]([C:9]2[C:27]([NH:28][C:29]3[CH:34]=[CH:33][C:32]([Br:35])=[CH:31][C:30]=3[CH3:36])=[C:26]([F:37])[C:12]3[N:13]=[CH:14][N:15]([CH2:16][CH2:17][CH2:18][CH2:19][N:20]4[CH2:25][CH2:24][S:23](=[O:44])(=[O:38])[CH2:22][CH2:21]4)[C:11]=3[CH:10]=2)=[O:8])[CH2:3][CH2:2]1. The yield is 0.710. (3) The product is [C:11]([O:15][C:16]([N:18]1[CH2:23][CH2:22][CH:21]([O:24][C:25]2[CH:30]=[CH:29][C:28]3[CH:36]([CH2:1][S:2]([CH3:5])(=[O:4])=[O:3])[O:37][B:33]([OH:34])[C:27]=3[CH:26]=2)[CH2:20][CH2:19]1)=[O:17])([CH3:13])([CH3:12])[CH3:14]. The reactants are [CH3:1][S:2]([CH3:5])(=[O:4])=[O:3].[Li]CCCC.[C:11]([O:15][C:16]([N:18]1[CH2:23][CH2:22][CH:21]([O:24][C:25]2[CH:30]=[CH:29][C:28](C=O)=[C:27]([B:33]3[O:37][C:36](C)(C)C(C)(C)[O:34]3)[CH:26]=2)[CH2:20][CH2:19]1)=[O:17])([CH3:14])([CH3:13])[CH3:12]. The yield is 0.710. The catalyst is C1COCC1. (4) The reactants are [CH2:1]([C@H:8]1[C@@H:13]([O:14][CH2:15][C:16]2[CH:21]=[C:20]([C:22]([F:25])([F:24])[F:23])[CH:19]=[C:18]([C:26]([F:29])([F:28])[F:27])[CH:17]=2)[CH2:12][CH2:11][NH:10][CH2:9]1)[C:2]1[CH:7]=[CH:6][CH:5]=[CH:4][CH:3]=1.C1C[O:33][CH2:32][CH2:31]1. The catalyst is C(Cl)(=O)C.CCN(CC)CC. The product is [C:32]([N:10]1[CH2:11][CH2:12][C@H:13]([O:14][CH2:15][C:16]2[CH:17]=[C:18]([C:26]([F:29])([F:27])[F:28])[CH:19]=[C:20]([C:22]([F:23])([F:24])[F:25])[CH:21]=2)[C@H:8]([CH2:1][C:2]2[CH:7]=[CH:6][CH:5]=[CH:4][CH:3]=2)[CH2:9]1)(=[O:33])[CH3:31]. The yield is 0.790. (5) The yield is 0.270. The product is [Cl:1][C:2]1[CH:3]=[C:4]([NH:16][C:17]2[C:26]3[C:21](=[CH:22][CH:23]=[CH:24][C:25]=3[O:27][CH2:29][C:30]([NH:32][CH2:33][CH2:34][N:35]3[CH2:36][CH2:37][O:38][CH2:39][CH2:40]3)=[O:31])[N:20]=[CH:19][N:18]=2)[CH:5]=[CH:6][C:7]=1[O:8][CH2:9][C:10]1[CH:15]=[CH:14][CH:13]=[CH:12][N:11]=1. The reactants are [Cl:1][C:2]1[CH:3]=[C:4]([NH:16][C:17]2[C:26]3[C:25]([OH:27])=[CH:24][CH:23]=[CH:22][C:21]=3[N:20]=[CH:19][N:18]=2)[CH:5]=[CH:6][C:7]=1[O:8][CH2:9][C:10]1[CH:15]=[CH:14][CH:13]=[CH:12][N:11]=1.Cl[CH2:29][C:30]([NH:32][CH2:33][CH2:34][N:35]1[CH2:40][CH2:39][O:38][CH2:37][CH2:36]1)=[O:31].C(=O)([O-])[O-].[K+].[K+].[I-].[K+]. The catalyst is CC(N(C)C)=O.